Task: Predict the product of the given reaction.. Dataset: Forward reaction prediction with 1.9M reactions from USPTO patents (1976-2016) The product is: [CH2:13]1[O:16][C:8]([CH:5]2[CH2:4][CH2:3][C:2](=[O:1])[CH2:7][CH2:6]2)([O:10][CH2:11][CH3:12])[O:15][CH2:14]1. Given the reactants [O:1]=[C:2]1[CH2:7][CH2:6][CH:5]([C:8]([O:10][CH2:11][CH3:12])=O)[CH2:4][CH2:3]1.[CH2:13]([OH:16])[CH2:14][OH:15].O.C1(C)C=CC(S(O)(=O)=O)=CC=1, predict the reaction product.